This data is from Forward reaction prediction with 1.9M reactions from USPTO patents (1976-2016). The task is: Predict the product of the given reaction. (1) Given the reactants [N+]([C:4]1[CH:9]=[CH:8][C:7]([C:10]#N)=[CH:6][CH:5]=1)([O-])=O.C[N:13]1[CH2:18]COCC1.C/[C:20](/[O:26][Si](C)(C)C)=N\[Si](C)(C)C.[S:31]1[CH:35]=[CH:34][CH:33]=[C:32]1[S:36](Cl)(=[O:38])=[O:37], predict the reaction product. The product is: [OH:26][CH2:20][CH:10]([C:7]1[CH:6]=[CH:5][CH:4]=[CH:9][CH:8]=1)[CH2:18][NH:13][S:36]([C:32]1[S:31][CH:35]=[CH:34][CH:33]=1)(=[O:38])=[O:37]. (2) Given the reactants [CH3:1][O:2][C:3]1[C:12]2[N:11]=[C:10]([NH2:13])[N:9]3[CH2:14][CH2:15][N:16]=[C:8]3[C:7]=2[CH:6]=[CH:5][C:4]=1[O:17][CH2:18][CH2:19][CH2:20][N:21]1[CH2:26][CH2:25][O:24][CH2:23][CH2:22]1.[NH2:27][C:28]1[S:29][C:30]([C:33](O)=[O:34])=[CH:31][N:32]=1.C1CN([P+](ON2N=NC3C=CC=CC2=3)(N2CCCC2)N2CCCC2)CC1.F[P-](F)(F)(F)(F)F.C(N(C(C)C)CC)(C)C, predict the reaction product. The product is: [NH2:27][C:28]1[S:29][C:30]([C:33]([NH:13][C:10]2[N:9]3[CH2:14][CH2:15][N:16]=[C:8]3[C:7]3[CH:6]=[CH:5][C:4]([O:17][CH2:18][CH2:19][CH2:20][N:21]4[CH2:22][CH2:23][O:24][CH2:25][CH2:26]4)=[C:3]([O:2][CH3:1])[C:12]=3[N:11]=2)=[O:34])=[CH:31][N:32]=1. (3) Given the reactants Cl[C:2]1[N:7]=[C:6]([NH:8][CH2:9][C:10]2[CH:15]=[CH:14][C:13]([O:16][CH3:17])=[CH:12][CH:11]=2)[C:5]([N+:18]([O-:20])=[O:19])=[CH:4][CH:3]=1.[C:21]1([OH:27])[CH:26]=[CH:25][CH:24]=[CH:23][CH:22]=1.[H-].[Na+], predict the reaction product. The product is: [CH3:17][O:16][C:13]1[CH:14]=[CH:15][C:10]([CH2:9][NH:8][C:6]2[C:5]([N+:18]([O-:20])=[O:19])=[CH:4][CH:3]=[C:2]([O:27][C:21]3[CH:26]=[CH:25][CH:24]=[CH:23][CH:22]=3)[N:7]=2)=[CH:11][CH:12]=1. (4) Given the reactants C(NC1C2C(C3C=C(C4C=NN(C)C=4)C=CN=3)=NNC=2C=CN=1)(C)C.Cl[C:27]1[CH:32]=[CH:31][N:30]=[C:29]([C:33]2[C:37]3[C:38]([NH:42][CH:43]([CH3:45])[CH3:44])=[N:39][CH:40]=[CH:41][C:36]=3[N:35](CC3C=CC(OC)=CC=3)[N:34]=2)[CH:28]=1.[F:55][C:56]1[C:61](B2OC(C)(C)C(C)(C)O2)=[CH:60][CH:59]=[CH:58][N:57]=1, predict the reaction product. The product is: [F:55][C:56]1[C:61]([C:27]2[CH:32]=[CH:31][N:30]=[C:29]([C:33]3[C:37]4[C:38]([NH:42][CH:43]([CH3:44])[CH3:45])=[N:39][CH:40]=[CH:41][C:36]=4[NH:35][N:34]=3)[CH:28]=2)=[CH:60][CH:59]=[CH:58][N:57]=1.